This data is from NCI-60 drug combinations with 297,098 pairs across 59 cell lines. The task is: Regression. Given two drug SMILES strings and cell line genomic features, predict the synergy score measuring deviation from expected non-interaction effect. (1) Drug 1: C1CN(P(=O)(OC1)NCCCl)CCCl. Drug 2: CC1C(C(CC(O1)OC2CC(CC3=C2C(=C4C(=C3O)C(=O)C5=C(C4=O)C(=CC=C5)OC)O)(C(=O)CO)O)N)O.Cl. Cell line: CCRF-CEM. Synergy scores: CSS=46.2, Synergy_ZIP=-2.81, Synergy_Bliss=-3.18, Synergy_Loewe=-1.32, Synergy_HSA=0.370. (2) Drug 1: CC(C)(C#N)C1=CC(=CC(=C1)CN2C=NC=N2)C(C)(C)C#N. Drug 2: C(CN)CNCCSP(=O)(O)O. Cell line: OVCAR-5. Synergy scores: CSS=-2.21, Synergy_ZIP=0.528, Synergy_Bliss=-1.19, Synergy_Loewe=-1.60, Synergy_HSA=-2.53. (3) Drug 1: C1CN1P(=S)(N2CC2)N3CC3. Drug 2: CCC1(CC2CC(C3=C(CCN(C2)C1)C4=CC=CC=C4N3)(C5=C(C=C6C(=C5)C78CCN9C7C(C=CC9)(C(C(C8N6C=O)(C(=O)OC)O)OC(=O)C)CC)OC)C(=O)OC)O.OS(=O)(=O)O. Cell line: A498. Synergy scores: CSS=10.3, Synergy_ZIP=-4.00, Synergy_Bliss=0.453, Synergy_Loewe=-0.167, Synergy_HSA=0.0776. (4) Drug 1: C1=NC2=C(N=C(N=C2N1C3C(C(C(O3)CO)O)O)F)N. Drug 2: C(CN)CNCCSP(=O)(O)O. Cell line: BT-549. Synergy scores: CSS=11.2, Synergy_ZIP=-3.13, Synergy_Bliss=4.44, Synergy_Loewe=4.12, Synergy_HSA=6.78. (5) Drug 1: CCN(CC)CCCC(C)NC1=C2C=C(C=CC2=NC3=C1C=CC(=C3)Cl)OC. Drug 2: CC12CCC3C(C1CCC2OP(=O)(O)O)CCC4=C3C=CC(=C4)OC(=O)N(CCCl)CCCl.[Na+]. Cell line: HCT-15. Synergy scores: CSS=33.6, Synergy_ZIP=1.04, Synergy_Bliss=1.69, Synergy_Loewe=-13.7, Synergy_HSA=-4.50. (6) Drug 1: C1C(C(OC1N2C=NC3=C(N=C(N=C32)Cl)N)CO)O. Drug 2: C1CC(C1)(C(=O)O)C(=O)O.[NH2-].[NH2-].[Pt+2]. Cell line: 786-0. Synergy scores: CSS=26.5, Synergy_ZIP=-6.26, Synergy_Bliss=-2.43, Synergy_Loewe=0.595, Synergy_HSA=1.06. (7) Drug 1: CC12CCC(CC1=CCC3C2CCC4(C3CC=C4C5=CN=CC=C5)C)O. Drug 2: C#CCC(CC1=CN=C2C(=N1)C(=NC(=N2)N)N)C3=CC=C(C=C3)C(=O)NC(CCC(=O)O)C(=O)O. Cell line: OVCAR-8. Synergy scores: CSS=0.689, Synergy_ZIP=-0.142, Synergy_Bliss=-0.621, Synergy_Loewe=-1.28, Synergy_HSA=-1.70.